From a dataset of NCI-60 drug combinations with 297,098 pairs across 59 cell lines. Regression. Given two drug SMILES strings and cell line genomic features, predict the synergy score measuring deviation from expected non-interaction effect. (1) Drug 2: CC1C(C(CC(O1)OC2CC(OC(C2O)C)OC3=CC4=CC5=C(C(=O)C(C(C5)C(C(=O)C(C(C)O)O)OC)OC6CC(C(C(O6)C)O)OC7CC(C(C(O7)C)O)OC8CC(C(C(O8)C)O)(C)O)C(=C4C(=C3C)O)O)O)O. Synergy scores: CSS=3.61, Synergy_ZIP=1.01, Synergy_Bliss=3.70, Synergy_Loewe=4.05, Synergy_HSA=2.07. Cell line: PC-3. Drug 1: C1CCC(C1)C(CC#N)N2C=C(C=N2)C3=C4C=CNC4=NC=N3. (2) Drug 1: CN(CCCl)CCCl.Cl. Drug 2: CC1C(C(CC(O1)OC2CC(CC3=C2C(=C4C(=C3O)C(=O)C5=C(C4=O)C(=CC=C5)OC)O)(C(=O)CO)O)N)O.Cl. Cell line: A498. Synergy scores: CSS=47.3, Synergy_ZIP=-4.11, Synergy_Bliss=-5.06, Synergy_Loewe=-5.93, Synergy_HSA=-0.851. (3) Drug 1: CC1=C2C(C(=O)C3(C(CC4C(C3C(C(C2(C)C)(CC1OC(=O)C(C(C5=CC=CC=C5)NC(=O)OC(C)(C)C)O)O)OC(=O)C6=CC=CC=C6)(CO4)OC(=O)C)O)C)O. Drug 2: CCC1=C2CN3C(=CC4=C(C3=O)COC(=O)C4(CC)O)C2=NC5=C1C=C(C=C5)O. Cell line: CCRF-CEM. Synergy scores: CSS=50.3, Synergy_ZIP=-0.279, Synergy_Bliss=-2.47, Synergy_Loewe=-35.9, Synergy_HSA=-2.85. (4) Drug 2: CCC1(CC2CC(C3=C(CCN(C2)C1)C4=CC=CC=C4N3)(C5=C(C=C6C(=C5)C78CCN9C7C(C=CC9)(C(C(C8N6C)(C(=O)OC)O)OC(=O)C)CC)OC)C(=O)OC)O.OS(=O)(=O)O. Drug 1: C1CCC(CC1)NC(=O)N(CCCl)N=O. Synergy scores: CSS=42.4, Synergy_ZIP=-0.278, Synergy_Bliss=-1.98, Synergy_Loewe=-17.4, Synergy_HSA=-0.680. Cell line: SW-620. (5) Drug 1: C1CCN(CC1)CCOC2=CC=C(C=C2)C(=O)C3=C(SC4=C3C=CC(=C4)O)C5=CC=C(C=C5)O. Drug 2: CC1=C(C(=O)C2=C(C1=O)N3CC4C(C3(C2COC(=O)N)OC)N4)N. Cell line: BT-549. Synergy scores: CSS=23.5, Synergy_ZIP=-6.26, Synergy_Bliss=1.79, Synergy_Loewe=-12.9, Synergy_HSA=0.682.